Dataset: Catalyst prediction with 721,799 reactions and 888 catalyst types from USPTO. Task: Predict which catalyst facilitates the given reaction. (1) The catalyst class is: 4. Product: [Cl:1][C:2]1[CH:7]=[CH:6][C:5]([NH:8][C:9]([N:13]2[CH2:12][CH2:11][C:17]3[CH:18]=[CH:19][CH:20]=[CH:21][C:16]=3[CH2:15][CH2:14]2)=[S:10])=[CH:4][CH:3]=1. Reactant: [Cl:1][C:2]1[CH:7]=[CH:6][C:5]([N:8]=[C:9]=[S:10])=[CH:4][CH:3]=1.[CH2:11]1[C:17]2[CH:18]=[CH:19][CH:20]=[CH:21][C:16]=2[CH2:15][CH2:14][NH:13][CH2:12]1. (2) The catalyst class is: 2. Product: [NH2:7][C@@H:8]1[CH2:12][CH2:11][N:10]([C:13]([C:15]2[CH:23]=[C:22]3[C:18]([C:19]4([CH2:40][CH2:39]4)[CH2:20][N:21]3[C:24]3[N:25]=[CH:26][C:27]([C:30]4[CH:35]=[C:34]([CH:36]5[CH2:38][CH2:37]5)[CH:33]=[CH:32][N:31]=4)=[CH:28][N:29]=3)=[CH:17][CH:16]=2)=[O:14])[CH2:9]1. Reactant: C(OC(=O)[NH:7][C@@H:8]1[CH2:12][CH2:11][N:10]([C:13]([C:15]2[CH:23]=[C:22]3[C:18]([C:19]4([CH2:40][CH2:39]4)[CH2:20][N:21]3[C:24]3[N:29]=[CH:28][C:27]([C:30]4[CH:35]=[C:34]([CH:36]5[CH2:38][CH2:37]5)[CH:33]=[CH:32][N:31]=4)=[CH:26][N:25]=3)=[CH:17][CH:16]=2)=[O:14])[CH2:9]1)(C)(C)C.C(O)(C(F)(F)F)=O. (3) Reactant: [CH3:1][O:2][C:3](=[O:15])[C:4]1[C:5](=[C:10](I)[CH:11]=[CH:12][CH:13]=1)[C:6]([O:8][CH3:9])=[O:7].[NH2:16][C:17]1[CH:26]=[CH:25][C:24]2[C:19](=[CH:20][CH:21]=[CH:22][CH:23]=2)[CH:18]=1.C1C=CC(P(C2C(C3C(P(C4C=CC=CC=4)C4C=CC=CC=4)=CC=C4C=3C=CC=C4)=C3C(C=CC=C3)=CC=2)C2C=CC=CC=2)=CC=1.C(=O)([O-])[O-].[Cs+].[Cs+]. Product: [CH3:1][O:2][C:3](=[O:15])[C:4]1[C:5](=[C:10]([NH:16][C:17]2[CH:26]=[CH:25][C:24]3[C:19](=[CH:20][CH:21]=[CH:22][CH:23]=3)[CH:18]=2)[CH:11]=[CH:12][CH:13]=1)[C:6]([O:8][CH3:9])=[O:7]. The catalyst class is: 835. (4) Product: [CH:28]1([CH2:35][CH:36]([C:40]2[CH:45]=[CH:44][C:43]([S:46]([CH3:49])(=[O:48])=[O:47])=[CH:42][CH:41]=2)[C:37]([NH:50][C:51]2[S:52][CH:53]=[CH:54][N:55]=2)=[O:39])[CH2:29][CH2:30][CH2:31][CH2:32][CH2:33][CH2:34]1. Reactant: C1(P(C2C=CC=CC=2)C2C=CC=CC=2)C=CC=CC=1.BrN1C(=O)CCC1=O.[CH:28]1([CH2:35][CH:36]([C:40]2[CH:45]=[CH:44][C:43]([S:46]([CH3:49])(=[O:48])=[O:47])=[CH:42][CH:41]=2)[C:37]([OH:39])=O)[CH2:34][CH2:33][CH2:32][CH2:31][CH2:30][CH2:29]1.[NH2:50][C:51]1[S:52][CH:53]=[CH:54][N:55]=1. The catalyst class is: 2. (5) Reactant: C([O:4][C:5]1[CH:10]=[CH:9][C:8]([C:11]([O:13][C@H:14]([CH3:21])[CH2:15][CH:16]([CH2:19][CH3:20])[CH2:17][CH3:18])=[O:12])=[CH:7][CH:6]=1)(=O)C.CO.CN. Product: [OH:4][C:5]1[CH:6]=[CH:7][C:8]([C:11]([O:13][C@H:14]([CH3:21])[CH2:15][CH:16]([CH2:19][CH3:20])[CH2:17][CH3:18])=[O:12])=[CH:9][CH:10]=1. The catalyst class is: 11. (6) Reactant: Cl.CO.[CH3:4][O:5][C:6]1[CH:7]=[C:8]([N:17]2[CH2:21][CH2:20][O:19][C:18]2=[O:22])[CH:9]=[C:10]([CH3:16])[C:11]=1[O:12]COC. Product: [OH:12][C:11]1[C:10]([CH3:16])=[CH:9][C:8]([N:17]2[CH2:21][CH2:20][O:19][C:18]2=[O:22])=[CH:7][C:6]=1[O:5][CH3:4]. The catalyst class is: 6.